The task is: Predict the reactants needed to synthesize the given product.. This data is from Full USPTO retrosynthesis dataset with 1.9M reactions from patents (1976-2016). (1) Given the product [Cl:1][C:2]1[CH:3]=[C:4]([CH:10]=[C:11]([N:13]([CH:15]([CH3:17])[CH3:16])[CH3:14])[N:12]=1)[C:5]([NH:19][NH2:20])=[O:6], predict the reactants needed to synthesize it. The reactants are: [Cl:1][C:2]1[CH:3]=[C:4]([CH:10]=[C:11]([N:13]([CH:15]([CH3:17])[CH3:16])[CH3:14])[N:12]=1)[C:5](OCC)=[O:6].O.[NH2:19][NH2:20]. (2) Given the product [N+:8]([C:5]1[CH:6]=[CH:7][C:2]([N:11]2[CH2:16][CH2:15][CH:14]([C:17]([O:19][CH3:20])=[O:18])[CH2:13][CH2:12]2)=[CH:3][CH:4]=1)([O-:10])=[O:9], predict the reactants needed to synthesize it. The reactants are: F[C:2]1[CH:7]=[CH:6][C:5]([N+:8]([O-:10])=[O:9])=[CH:4][CH:3]=1.[NH:11]1[CH2:16][CH2:15][CH:14]([C:17]([O:19][CH3:20])=[O:18])[CH2:13][CH2:12]1.C([O-])([O-])=O.[K+].[K+]. (3) Given the product [CH:2]([CH:15]1[CH2:20][CH2:19][N:18]([C:27]2[CH:26]=[CH:25][C:24]([N+:29]([O-:31])=[O:30])=[CH:23][C:22]=2[F:21])[CH2:17][CH2:16]1)([C:9]1[CH:10]=[CH:11][CH:12]=[CH:13][CH:14]=1)[C:3]1[CH:4]=[CH:5][CH:6]=[CH:7][CH:8]=1, predict the reactants needed to synthesize it. The reactants are: Cl.[CH:2]([CH:15]1[CH2:20][CH2:19][NH:18][CH2:17][CH2:16]1)([C:9]1[CH:14]=[CH:13][CH:12]=[CH:11][CH:10]=1)[C:3]1[CH:8]=[CH:7][CH:6]=[CH:5][CH:4]=1.[F:21][C:22]1[CH:23]=[C:24]([N+:29]([O-:31])=[O:30])[CH:25]=[CH:26][C:27]=1F. (4) The reactants are: C([O:3][CH:4](OCC)[CH2:5][O:6][C:7]1[CH:8]=[C:9]([C:13]2[N:18]=[C:17]([NH:19][C:20]3[CH:21]=[C:22]4[C:26](=[CH:27][CH:28]=3)[N:25](C(OC(C)(C)C)=O)[N:24]=[CH:23]4)[CH:16]=[CH:15][N:14]=2)[CH:10]=[CH:11][CH:12]=1)C.Cl. Given the product [NH:25]1[C:26]2[C:22](=[CH:21][C:20]([NH:19][C:17]3[CH:16]=[CH:15][N:14]=[C:13]([C:9]4[CH:8]=[C:7]([CH:12]=[CH:11][CH:10]=4)[O:6][CH2:5][CH:4]=[O:3])[N:18]=3)=[CH:28][CH:27]=2)[CH:23]=[N:24]1, predict the reactants needed to synthesize it. (5) Given the product [Br:13][CH2:14][CH2:15][NH:16][S:8]([C:5]1[CH:6]=[CH:7][C:2]([F:1])=[CH:3][CH:4]=1)(=[O:10])=[O:9], predict the reactants needed to synthesize it. The reactants are: [F:1][C:2]1[CH:7]=[CH:6][C:5]([S:8](Cl)(=[O:10])=[O:9])=[CH:4][CH:3]=1.Br.[Br:13][CH2:14][CH2:15][NH2:16].C(N(CC)CC)C. (6) The reactants are: C([NH:4][CH:5]1[CH2:10][CH2:9][N:8]([CH2:11][C:12]2[CH:17]=[CH:16][CH:15]=[CH:14][CH:13]=2)[C:7](=[O:18])[CH2:6]1)C=C.CN1C(=O)CC(=O)N(C)C1=O. Given the product [NH2:4][CH:5]1[CH2:10][CH2:9][N:8]([CH2:11][C:12]2[CH:17]=[CH:16][CH:15]=[CH:14][CH:13]=2)[C:7](=[O:18])[CH2:6]1, predict the reactants needed to synthesize it. (7) Given the product [Cl:2][C:3]1[CH:23]=[C:22]([Cl:24])[CH:21]=[CH:20][C:4]=1[C:5]([NH:7][C@H:8]([C:10]1([C:14]2[CH:19]=[CH:18][CH:17]=[CH:16][N:15]=2)[CH2:13][N:12]([S:37]([CH2:34][CH2:35][CH3:36])(=[O:39])=[O:38])[CH2:11]1)[CH3:9])=[O:6], predict the reactants needed to synthesize it. The reactants are: Cl.[Cl:2][C:3]1[CH:23]=[C:22]([Cl:24])[CH:21]=[CH:20][C:4]=1[C:5]([NH:7][C@H:8]([C:10]1([C:14]2[CH:19]=[CH:18][CH:17]=[CH:16][N:15]=2)[CH2:13][NH:12][CH2:11]1)[CH3:9])=[O:6].CCN(C(C)C)C(C)C.[CH2:34]([S:37](Cl)(=[O:39])=[O:38])[CH2:35][CH3:36]. (8) Given the product [CH3:32][N:1]1[CH2:6][CH2:5][CH2:4][C@H:3]([CH2:7][N:8]2[C:12]3[CH:13]=[CH:14][CH:15]=[CH:16][C:11]=3[N:10]=[C:9]2[CH2:17][N:18]([CH2:29][CH2:30][CH3:31])[C@@H:19]2[C:28]3[N:27]=[CH:26][CH:25]=[CH:24][C:23]=3[CH2:22][CH2:21][CH2:20]2)[CH2:2]1, predict the reactants needed to synthesize it. The reactants are: [NH:1]1[CH2:6][CH2:5][CH2:4][C@H:3]([CH2:7][N:8]2[C:12]3[CH:13]=[CH:14][CH:15]=[CH:16][C:11]=3[N:10]=[C:9]2[CH2:17][N:18]([CH2:29][CH2:30][CH3:31])[C@@H:19]2[C:28]3[N:27]=[CH:26][CH:25]=[CH:24][C:23]=3[CH2:22][CH2:21][CH2:20]2)[CH2:2]1.[CH3:32]N(CC1N(C[C@H]2CCCN(C)C2)C2C=CC=CC=2N=1)[C@@H]1C2N=CC=CC=2CCC1.